This data is from Reaction yield outcomes from USPTO patents with 853,638 reactions. The task is: Predict the reaction yield, written as a fraction of the theoretical maximum amount of product (1.0 means a 100% yield; for example, 0.34 means a 34% yield). (1) The reactants are [Cl:1][C:2]1[C:3]([C:15]2[N:19]([CH3:20])[C:18]3[CH:21]=[CH:22][CH:23]=[CH:24][C:17]=3[N:16]=2)=[N:4][C:5]([N:8]2[CH2:13][CH2:12][CH:11](N)[CH2:10][CH2:9]2)=[N:6][CH:7]=1.CC[N:27](CC)CC.[CH3:32][S:33](Cl)(=[O:35])=[O:34].CCOC(C)=O. The catalyst is ClCCl. The product is [Cl:1][C:2]1[C:3]([C:15]2[N:19]([CH3:20])[C:18]3[CH:21]=[CH:22][CH:23]=[CH:24][C:17]=3[N:16]=2)=[N:4][C:5]([N:8]2[CH2:9][CH2:10][CH:11]([CH2:32][S:33]([NH2:27])(=[O:35])=[O:34])[CH2:12][CH2:13]2)=[N:6][CH:7]=1. The yield is 0.300. (2) The reactants are [OH:1][C:2]1[CH:3]=[C:4]2[C:8](=[CH:9][CH:10]=1)[C:7](=[O:11])[CH2:6][CH2:5]2.F[C:13]1[CH:20]=[CH:19][C:16]([C:17]#[N:18])=[CH:15][CH:14]=1.C([O-])([O-])=O.[K+].[K+].C1(C)C=CC=CC=1.CC(N(C)C)=O. The catalyst is C(OCC)(=O)C. The product is [O:11]=[C:7]1[C:8]2[C:4](=[CH:3][C:2]([O:1][C:13]3[CH:20]=[CH:19][C:16]([C:17]#[N:18])=[CH:15][CH:14]=3)=[CH:10][CH:9]=2)[CH2:5][CH2:6]1. The yield is 0.490. (3) The reactants are [F:1][C:2]1[CH:8]=[C:7]([O:9][C:10]2[CH:15]=[CH:14][C:13]([C:16]3[N:17]=[C:18]([CH2:21][O:22][C:23]4[CH:28]=[CH:27][CH:26]=[CH:25][CH:24]=4)[NH:19][CH:20]=3)=[CH:12][CH:11]=2)[CH:6]=[CH:5][C:3]=1[NH2:4].C(N(CC)CC)C.[S:36](Cl)([N:39]=[C:40]=[O:41])(=[O:38])=[O:37].[C:43]([OH:47])([CH3:46])([CH3:45])[CH3:44]. The catalyst is ClCCl. The product is [F:1][C:2]1[CH:8]=[C:7]([O:9][C:10]2[CH:11]=[CH:12][C:13]([C:16]3[N:17]=[C:18]([CH2:21][O:22][C:23]4[CH:24]=[CH:25][CH:26]=[CH:27][CH:28]=4)[NH:19][CH:20]=3)=[CH:14][CH:15]=2)[CH:6]=[CH:5][C:3]=1[NH:4][S:36]([NH:39][C:40](=[O:41])[O:47][C:43]([CH3:46])([CH3:45])[CH3:44])(=[O:38])=[O:37]. The yield is 0.750. (4) The reactants are [Cl:1][C:2]1[N:3]=[CH:4][CH:5]=[C:6]2[CH:10]=[C:9]([CH2:11][OH:12])[NH:8][C:7]=12. The catalyst is [O-2].[Mn+4].[O-2].ClCCl. The product is [Cl:1][C:2]1[N:3]=[CH:4][CH:5]=[C:6]2[CH:10]=[C:9]([CH:11]=[O:12])[NH:8][C:7]=12. The yield is 0.840. (5) The reactants are [N:1]([CH2:4][CH:5]1[CH2:9][C:8]2[CH:10]=[CH:11][CH:12]=[C:13]([C:14]3[CH:19]=[CH:18][CH:17]=[C:16]([CH3:20])[CH:15]=3)[C:7]=2[O:6]1)=[N+]=[N-]. The product is [CH3:20][C:16]1[CH:15]=[C:14]([C:13]2[C:7]3[O:6][CH:5]([CH2:4][NH2:1])[CH2:9][C:8]=3[CH:10]=[CH:11][CH:12]=2)[CH:19]=[CH:18][CH:17]=1. The yield is 0.710. The catalyst is [Pd]. (6) The catalyst is C(N)(C)C. The product is [CH:16]([NH:19][C:2]1[CH:18]=[CH:17][C:16]([N+:19]([O-:21])=[O:20])=[CH:15][C:3]=1[C:4]([C:6]1[CH:11]=[CH:10][C:9]([CH:12]([CH3:14])[CH3:13])=[CH:8][CH:7]=1)=[O:5])([CH3:17])[CH3:15]. The reactants are Cl[C:2]1[CH:18]=[CH:17][C:16]([N+:19]([O-:21])=[O:20])=[CH:15][C:3]=1[C:4]([C:6]1[CH:11]=[CH:10][C:9]([CH:12]([CH3:14])[CH3:13])=[CH:8][CH:7]=1)=[O:5]. The yield is 1.00.